Task: Predict the product of the given reaction.. Dataset: Forward reaction prediction with 1.9M reactions from USPTO patents (1976-2016) Given the reactants C(OC(C1(NC(OC(C)(C)C)=O)CC(O)C2C1C2C(OCC)=O)=O)C.ClC1C=C(N=C=O)C=CC=1.C([O:38][C:39]([C:41]1([NH:63]C(OC(C)(C)C)=O)[CH2:46][CH:45]([O:47][C:48](=[O:57])[NH:49][C:50]2[CH:55]=[CH:54][CH:53]=[C:52]([Cl:56])[CH:51]=2)[CH:44]2[CH:42]1[CH:43]2[C:58]([O:60]CC)=[O:59])=[O:40])C, predict the reaction product. The product is: [NH2:63][C:41]1([C:39]([OH:40])=[O:38])[CH2:46][CH:45]([O:47][C:48](=[O:57])[NH:49][C:50]2[CH:55]=[CH:54][CH:53]=[C:52]([Cl:56])[CH:51]=2)[CH:44]2[CH:42]1[CH:43]2[C:58]([OH:60])=[O:59].